This data is from Forward reaction prediction with 1.9M reactions from USPTO patents (1976-2016). The task is: Predict the product of the given reaction. Given the reactants [Cl:1][C:2]1[CH:3]=[C:4]([C:35]2[CH:40]=[CH:39][CH:38]=[CH:37][CH:36]=2)[CH:5]=[CH:6][C:7]=1[CH2:8][N:9]1[C:13]2[CH:14]=[C:15]([O:19][CH2:20][C:21]3[CH:30]=[CH:29][CH:28]=[C:27]([N+:31]([O-])=O)[C:22]=3[C:23]([O:25][CH3:26])=[O:24])[CH:16]=[C:17]([CH3:18])[C:12]=2[N:11]=[C:10]1[CH3:34].[NH4+].[Cl-].C1COCC1.O, predict the reaction product. The product is: [NH2:31][C:27]1[CH:28]=[CH:29][CH:30]=[C:21]([CH2:20][O:19][C:15]2[CH:16]=[C:17]([CH3:18])[C:12]3[N:11]=[C:10]([CH3:34])[N:9]([CH2:8][C:7]4[CH:6]=[CH:5][C:4]([C:35]5[CH:36]=[CH:37][CH:38]=[CH:39][CH:40]=5)=[CH:3][C:2]=4[Cl:1])[C:13]=3[CH:14]=2)[C:22]=1[C:23]([O:25][CH3:26])=[O:24].